This data is from Forward reaction prediction with 1.9M reactions from USPTO patents (1976-2016). The task is: Predict the product of the given reaction. (1) Given the reactants [CH2:1]([CH:5]([CH:9]([OH:11])[CH3:10])[CH:6]([OH:8])[CH3:7])[CH2:2][CH2:3][CH3:4].N1C=[CH:16][CH:15]=[CH:14][CH:13]=1.[CH3:18][C:19]1[CH:27]=[CH:26][C:22]([C:23](Cl)=[O:24])=[CH:21][CH:20]=1.[O:28]1[CH2:32][CH2:31][CH2:30][CH2:29]1, predict the reaction product. The product is: [CH3:18][C:19]1[CH:27]=[CH:26][C:22]([C:23]([O:11][CH:9]([CH:5]([CH2:1][CH2:2][CH2:3][CH3:4])[CH:6]([O:8][C:32](=[O:28])[C:31]2[CH:13]=[CH:14][C:15]([CH3:16])=[CH:29][CH:30]=2)[CH3:7])[CH3:10])=[O:24])=[CH:21][CH:20]=1. (2) Given the reactants O.O.O.[F:4][C:5]([F:13])([F:12])[C:6]([C:8]([F:11])([F:10])[F:9])=[O:7].C1CCN2C(=NCCC2)CC1, predict the reaction product. The product is: [OH2:7].[F:4][C:5]([F:13])([F:12])[C:6]([C:8]([F:11])([F:10])[F:9])=[O:7]. (3) Given the reactants [Cl:1][C:2]1[CH:11]=[C:10]2[C:5]([CH:6]=[CH:7][C:8](/[CH:12]=[CH:13]/[C:14]3[CH:15]=[C:16]([CH:20]([O:24][CH2:25][CH3:26])[C:21]([OH:23])=[O:22])[CH:17]=[CH:18][CH:19]=3)=[N:9]2)=[CH:4][CH:3]=1.O.C[C@@H](N)C1C=CC=CC=1, predict the reaction product. The product is: [Cl:1][C:2]1[CH:11]=[C:10]2[C:5]([CH:6]=[CH:7][C:8](/[CH:12]=[CH:13]/[C:14]3[CH:15]=[C:16]([C@@H:20]([O:24][CH2:25][CH3:26])[C:21]([OH:23])=[O:22])[CH:17]=[CH:18][CH:19]=3)=[N:9]2)=[CH:4][CH:3]=1. (4) Given the reactants [C:1]([Cu])#[N:2].C([NH:11][C:12]1[N:16]([CH3:17])[N:15]=[C:14](Br)[C:13]=1[N+:19]([O-:21])=[O:20])C1C=CC=CC=1, predict the reaction product. The product is: [NH2:11][C:12]1[N:16]([CH3:17])[N:15]=[C:14]([C:1]#[N:2])[C:13]=1[N+:19]([O-:21])=[O:20]. (5) Given the reactants [Cl:1][C:2]1[CH:7]=[CH:6][C:5]([OH:8])=[CH:4][CH:3]=1.Cl[C:10]1[CH:15]=[C:14]([CH3:16])[N:13]=[C:12]([NH:17][C:18]2[CH:23]=[CH:22][C:21]([N:24]3[CH:28]=[C:27]([CH3:29])[N:26]=[CH:25]3)=[C:20]([O:30][CH3:31])[CH:19]=2)[N:11]=1, predict the reaction product. The product is: [Cl:1][C:2]1[CH:7]=[CH:6][C:5]([O:8][C:10]2[CH:15]=[C:14]([CH3:16])[N:13]=[C:12]([NH:17][C:18]3[CH:23]=[CH:22][C:21]([N:24]4[CH:28]=[C:27]([CH3:29])[N:26]=[CH:25]4)=[C:20]([O:30][CH3:31])[CH:19]=3)[N:11]=2)=[CH:4][CH:3]=1. (6) Given the reactants [F:1][C:2]([F:24])([F:23])[O:3][C:4]1[CH:9]=[CH:8][C:7]([NH:10][C:11]2[NH:12][C:13]([C:16]3[CH:21]=[CH:20][C:19]([OH:22])=[CH:18][CH:17]=3)=[N:14][N:15]=2)=[CH:6][CH:5]=1.[CH3:25][Si]([N-][Si](C)(C)C)(C)C.[K+].Cl[C:36]1[CH:41]=[CH:40][N:39]=[C:38]([C:42]([NH2:44])=[O:43])[CH:37]=1.[C:45]([O-])([O-:47])=[O:46].[K+].[K+], predict the reaction product. The product is: [F:24][C:2]([F:1])([F:23])[C:45]([OH:47])=[O:46].[CH3:25][NH:44][C:42]([C:38]1[CH:37]=[C:36]([O:22][C:19]2[CH:20]=[CH:21][C:16]([C:13]3[NH:12][C:11]([NH:10][C:7]4[CH:6]=[CH:5][C:4]([O:3][C:2]([F:1])([F:23])[F:24])=[CH:9][CH:8]=4)=[N:15][N:14]=3)=[CH:17][CH:18]=2)[CH:41]=[CH:40][N:39]=1)=[O:43].